Dataset: Full USPTO retrosynthesis dataset with 1.9M reactions from patents (1976-2016). Task: Predict the reactants needed to synthesize the given product. (1) Given the product [C:11]1([C:7]2[S:6][C:5]3[C:3](=[O:4])[O:2][C:1](=[O:20])[NH:10][C:9]=3[CH:8]=2)[CH:16]=[CH:15][CH:14]=[CH:13][CH:12]=1, predict the reactants needed to synthesize it. The reactants are: [CH3:1][O:2][C:3]([C:5]1[S:6][C:7]([C:11]2[CH:16]=[CH:15][CH:14]=[CH:13][CH:12]=2)=[CH:8][C:9]=1[NH2:10])=[O:4].[OH-].[K+].C(Cl)(Cl)=[O:20]. (2) Given the product [Br:7][C:5]1[N:6]=[C:2]([N:9]2[CH2:14][CH2:13][NH:12][CH2:11][CH2:10]2)[N:3]([CH3:8])[CH:4]=1, predict the reactants needed to synthesize it. The reactants are: Br[C:2]1[N:3]([CH3:8])[CH:4]=[C:5]([Br:7])[N:6]=1.[NH:9]1[CH2:14][CH2:13][NH:12][CH2:11][CH2:10]1. (3) Given the product [CH:10]1[C:11]2[CH:12]([CH2:14][O:15][C:16]([NH:18][CH:19]([CH:23]([OH:25])[CH3:24])[C:20]([O:22][CH3:31])=[O:21])=[O:17])[C:13]3[C:5](=[CH:4][CH:3]=[CH:2][CH:1]=3)[C:6]=2[CH:7]=[CH:8][CH:9]=1, predict the reactants needed to synthesize it. The reactants are: [CH:1]1[C:13]2[CH:12]([CH2:14][O:15][C:16]([NH:18][CH:19]([CH:23]([OH:25])[CH3:24])[C:20]([OH:22])=[O:21])=[O:17])[C:11]3[C:6](=[CH:7][CH:8]=[CH:9][CH:10]=3)[C:5]=2[CH:4]=[CH:3][CH:2]=1.OS(O)(=O)=O.[CH3:31]O. (4) Given the product [Cl:13][C:7]1[C:8]2[C:9](=[O:11])[N:1]([CH2:18][C:17]3[CH:20]=[CH:21][C:22]([F:23])=[C:15]([F:14])[CH:16]=3)[CH2:2][C:3]=2[CH:4]=[CH:5][N:6]=1, predict the reactants needed to synthesize it. The reactants are: [NH2:1][CH2:2][C:3]1[C:8]([C:9]([O:11]C)=O)=[C:7]([Cl:13])[N:6]=[CH:5][CH:4]=1.[F:14][C:15]1[CH:16]=[C:17]([CH:20]=[CH:21][C:22]=1[F:23])[CH:18]=O.[BH-](OC(C)=O)(OC(C)=O)OC(C)=O.[Na+].CC(O)=O. (5) Given the product [Cl:5][C:6]1[C:15]2[C:10](=[CH:11][C:12]([OH:16])=[CH:13][CH:14]=2)[N:9]=[N:8][CH:7]=1, predict the reactants needed to synthesize it. The reactants are: [Cl-].[Cl-].[Cl-].[Al+3].[Cl:5][C:6]1[C:15]2[C:10](=[CH:11][C:12]([O:16]C)=[CH:13][CH:14]=2)[N:9]=[N:8][CH:7]=1.